This data is from Full USPTO retrosynthesis dataset with 1.9M reactions from patents (1976-2016). The task is: Predict the reactants needed to synthesize the given product. (1) Given the product [N:1]1([CH2:25][C:26]([NH2:28])=[O:27])[C:10]2[C:5](=[CH:6][CH:7]=[CH:8][CH:9]=2)[C:4]2([CH2:12][CH2:11]2)[CH2:3][CH2:2]1, predict the reactants needed to synthesize it. The reactants are: [NH:1]1[C:10]2[C:5](=[CH:6][CH:7]=[CH:8][CH:9]=2)[C:4]2([CH2:12][CH2:11]2)[CH2:3][CH2:2]1.C(N(C(C)C)C(C)C)C.[I-].[Na+].Cl[CH2:25][C:26]([NH2:28])=[O:27]. (2) Given the product [F:25][C:22]1[CH:23]=[CH:24][C:19]([C@H:17]([NH:16][C:15]([C:8]2[N:9]3[C:10]([CH2:11][O:12][CH2:13][CH2:14]3)=[C:6]([C:4]([OH:5])=[O:3])[CH:7]=2)=[O:26])[CH3:18])=[CH:20][CH:21]=1, predict the reactants needed to synthesize it. The reactants are: C([O:3][C:4]([C:6]1[CH:7]=[C:8]([C:15](=[O:26])[NH:16][C@@H:17]([C:19]2[CH:24]=[CH:23][C:22]([F:25])=[CH:21][CH:20]=2)[CH3:18])[N:9]2[CH2:14][CH2:13][O:12][CH2:11][C:10]=12)=[O:5])C.[OH-].[Na+].Cl.